Dataset: Reaction yield outcomes from USPTO patents with 853,638 reactions. Task: Predict the reaction yield, written as a fraction of the theoretical maximum amount of product (1.0 means a 100% yield; for example, 0.34 means a 34% yield). (1) The reactants are [CH3:1][O:2][CH2:3][CH2:4][CH2:5][O:6][C:7]1[CH:8]=[C:9]2[C:13](=[C:14]([NH:16][S:17]([C:20]3[CH:25]=[CH:24][CH:23]=[CH:22][N:21]=3)(=[O:19])=[O:18])[CH:15]=1)[NH:12][C:11]([C:26]([O:28][CH2:29][CH3:30])=[O:27])=[CH:10]2.[C:31](=O)([O-])[O-].[K+].[K+].CN(C)C=O.CI. The catalyst is O. The product is [CH3:1][O:2][CH2:3][CH2:4][CH2:5][O:6][C:7]1[CH:8]=[C:9]2[C:13](=[C:14]([N:16]([CH3:31])[S:17]([C:20]3[CH:25]=[CH:24][CH:23]=[CH:22][N:21]=3)(=[O:18])=[O:19])[CH:15]=1)[NH:12][C:11]([C:26]([O:28][CH2:29][CH3:30])=[O:27])=[CH:10]2. The yield is 0.880. (2) The reactants are [N+:1]([C:4]1[CH:13]=[C:12]2[C:7]([CH2:8][CH2:9][CH2:10][CH:11]2[OH:14])=[CH:6][CH:5]=1)([O-])=O. The catalyst is CO. The product is [NH2:1][C:4]1[CH:13]=[C:12]2[C:7]([CH2:8][CH2:9][CH2:10][CH:11]2[OH:14])=[CH:6][CH:5]=1. The yield is 0.950. (3) The reactants are Br[C:2]1[CH:3]=[C:4]([N+:10]([O-:12])=[O:11])[C:5]([CH3:9])=[C:6]([F:8])[CH:7]=1.[F:13][C:14]1[CH:15]=[C:16](B(O)O)[CH:17]=[CH:18][CH:19]=1.C([O-])([O-])=O.[K+].[K+].O. The catalyst is O1CCOCC1.CCO.C1C=CC([P]([Pd]([P](C2C=CC=CC=2)(C2C=CC=CC=2)C2C=CC=CC=2)([P](C2C=CC=CC=2)(C2C=CC=CC=2)C2C=CC=CC=2)[P](C2C=CC=CC=2)(C2C=CC=CC=2)C2C=CC=CC=2)(C2C=CC=CC=2)C2C=CC=CC=2)=CC=1. The product is [F:8][C:6]1[CH:7]=[C:2]([C:18]2[CH:17]=[CH:16][CH:15]=[C:14]([F:13])[CH:19]=2)[CH:3]=[C:4]([N+:10]([O-:12])=[O:11])[C:5]=1[CH3:9]. The yield is 0.750. (4) The reactants are [N+](C1[CH:9]=[CH:8][C:7]([O:10][C:11](=[O:24])[NH:12][C:13]2[CH:14]=[N:15][C:16]([O:19][CH:20]3[CH2:23][CH2:22][CH2:21]3)=[CH:17][CH:18]=2)=[CH:6]C=1)([O-])=O.[N:25]1[C:30]2[CH:31]=[CH:32][S:33][C:29]=2[C:28]([N:34]2CCC(O)C2)=[N:27][CH:26]=1.CCN(C(C)C)C(C)C. The catalyst is CS(C)=O. The product is [N:25]1[C:30]2[CH:31]=[CH:32][S:33][C:29]=2[C:28]([N:34]2[CH2:9][CH2:8][CH:7]([O:10][C:11](=[O:24])[NH:12][C:13]3[CH:14]=[N:15][C:16]([O:19][CH:20]4[CH2:21][CH2:22][CH2:23]4)=[CH:17][CH:18]=3)[CH2:6]2)=[N:27][CH:26]=1. The yield is 0.280. (5) The reactants are [Cl:1][C:2]1[CH:3]=[C:4]([S:8]([N:11]2[C:15]([C:16]3[CH:21]=[CH:20][CH:19]=[CH:18][CH:17]=3)=[CH:14][C:13]([C:22](OCC)=[O:23])=[C:12]2[CH3:27])(=[O:10])=[O:9])[CH:5]=[CH:6][CH:7]=1.[H-].C([Al+]CC(C)C)C(C)C. The catalyst is C1(C)C=CC=CC=1. The product is [Cl:1][C:2]1[CH:3]=[C:4]([S:8]([N:11]2[C:15]([C:16]3[CH:21]=[CH:20][CH:19]=[CH:18][CH:17]=3)=[CH:14][C:13]([CH2:22][OH:23])=[C:12]2[CH3:27])(=[O:9])=[O:10])[CH:5]=[CH:6][CH:7]=1. The yield is 0.480. (6) The reactants are [CH3:1][C:2]([C:4]1[CH:9]=[CH:8][C:7]([Cl:10])=[C:6]([Cl:11])[CH:5]=1)=O.[CH3:12][NH:13][CH3:14].C=O.Cl.[BH4-].[Na+].C([O-])(O)=O.[Na+].[NH:25]1[CH:29]=[N:28][N:27]=[N:26]1.[C:30]1(P(C2C=CC=CC=2)C2C=CC=CC=2)C=CC=CC=1.N(C(OC(C)C)=O)=NC(OC(C)C)=O. The catalyst is C(O)C.C(OCC)(=O)C. The product is [Cl:11][C:6]1[CH:5]=[C:4]([CH:2]([N:26]2[N:27]=[N:28][CH:29]=[N:25]2)[CH2:1][CH2:12][N:13]([CH3:30])[CH3:14])[CH:9]=[CH:8][C:7]=1[Cl:10]. The yield is 0.350.